Dataset: Catalyst prediction with 721,799 reactions and 888 catalyst types from USPTO. Task: Predict which catalyst facilitates the given reaction. Reactant: [CH3:1][N:2]1[C:6]2[N:7]=[C:8]([S:24][CH2:25][CH2:26][CH2:27][C:28]([O:30]C(C)(C)C)=[O:29])[N:9]([C:12]3[CH:17]=[CH:16][C:15]([O:18][CH2:19][C:20]([F:23])([F:22])[F:21])=[CH:14][CH:13]=3)[C:10](=[O:11])[C:5]=2[CH:4]=[CH:3]1.Cl. Product: [CH3:1][N:2]1[C:6]2[N:7]=[C:8]([S:24][CH2:25][CH2:26][CH2:27][C:28]([OH:30])=[O:29])[N:9]([C:12]3[CH:17]=[CH:16][C:15]([O:18][CH2:19][C:20]([F:23])([F:22])[F:21])=[CH:14][CH:13]=3)[C:10](=[O:11])[C:5]=2[CH:4]=[CH:3]1. The catalyst class is: 10.